Dataset: In vitro SARS-CoV-2 activity screen of 1,480 approved drugs from Prestwick library. Task: Binary Classification. Given a drug SMILES string, predict its activity (active/inactive) in a high-throughput screening assay against a specified biological target. The compound is CC(C)(C(=O)O)c1ccc(C(O)CCCN2CCC(C(O)(c3ccccc3)c3ccccc3)CC2)cc1.Cl. The result is 0 (inactive).